From a dataset of Reaction yield outcomes from USPTO patents with 853,638 reactions. Predict the reaction yield, written as a fraction of the theoretical maximum amount of product (1.0 means a 100% yield; for example, 0.34 means a 34% yield). (1) The reactants are [CH2:1]([NH:4][C:5]([C:7]1[C:12](Br)=[CH:11][N:10]=[C:9]([S:14][CH3:15])[N:8]=1)=[O:6])[CH:2]=[CH2:3].C(N(C(C)C)CC)(C)C. The catalyst is CC(N(C)C)=O.C(Cl)Cl. The product is [CH3:3][C:2]1[C:12]2[CH:11]=[N:10][C:9]([S:14][CH3:15])=[N:8][C:7]=2[C:5](=[O:6])[NH:4][CH:1]=1. The yield is 0.470. (2) The reactants are [CH3:1][O:2][C:3](=[O:17])[CH:4]=[CH:5][CH:6]=[CH:7][CH2:8][S:9][C:10]1[CH:15]=[CH:14][C:13]([Cl:16])=[CH:12][CH:11]=1.I([O-])(=O)(=O)=[O:19].[Na+]. The catalyst is CO.O.C(OCC)(=O)C. The product is [CH3:1][O:2][C:3](=[O:17])[CH:4]=[CH:5][CH:6]=[CH:7][CH2:8][S:9]([C:10]1[CH:15]=[CH:14][C:13]([Cl:16])=[CH:12][CH:11]=1)=[O:19]. The yield is 0.770.